Dataset: Catalyst prediction with 721,799 reactions and 888 catalyst types from USPTO. Task: Predict which catalyst facilitates the given reaction. (1) Reactant: [CH:1]([C:3]1[CH:10]=[CH:9][C:6]([C:7]#[N:8])=[CH:5][C:4]=1[S:11]([CH3:14])(=[O:13])=[O:12])=O.[C:15]([OH:18])(=O)[CH3:16].[NH:19]1CCC[CH2:21][CH2:20]1.O. Product: [C:20]([C:21]([C:15](=[O:18])[CH3:16])=[CH:1][C:3]1[CH:10]=[CH:9][C:6]([C:7]#[N:8])=[CH:5][C:4]=1[S:11]([CH3:14])(=[O:13])=[O:12])#[N:19]. The catalyst class is: 4. (2) Reactant: [C:1]1(=[O:12])[C:9]2[C:4](=[CH:5][CH:6]=[CH:7][CH:8]=2)[CH2:3][C:2]1=[N:10]O.O1CCOCC1. Product: [NH2:10][CH:2]1[CH2:3][C:4]2[C:9](=[CH:8][CH:7]=[CH:6][CH:5]=2)[CH:1]1[OH:12]. The catalyst class is: 8. (3) Reactant: [Cl-].[Al+3].[Cl-].[Cl-].[CH3:5][O:6][C:7]1[CH:12]=[C:11]([O:13][CH3:14])[CH:10]=[C:9]([O:15][CH3:16])[CH:8]=1.Cl[C:18](=[O:26])[CH2:19][CH2:20][CH2:21][C:22]([O:24][CH3:25])=[O:23].C(Cl)Cl. Product: [O:26]=[C:18]([C:8]1[C:9]([O:15][CH3:16])=[CH:10][C:11]([O:13][CH3:14])=[CH:12][C:7]=1[O:6][CH3:5])[CH2:19][CH2:20][CH2:21][C:22]([O:24][CH3:25])=[O:23]. The catalyst class is: 26. (4) Product: [Cl:1][C:2]1[CH:3]=[C:4]([CH:20]=[CH:21][C:22]=1[O:23][CH3:24])[CH2:5][NH:6][C:7]1[C:12]([C:13]([O:15][CH3:16])=[O:14])=[C:11]([N:29]2[CH2:30][CH2:31][CH:26]([OH:25])[CH2:27][CH2:28]2)[N:10]=[C:9]([S:18][CH3:19])[N:8]=1. Reactant: [Cl:1][C:2]1[CH:3]=[C:4]([CH:20]=[CH:21][C:22]=1[O:23][CH3:24])[CH2:5][NH:6][C:7]1[C:12]([C:13]([O:15][CH3:16])=[O:14])=[C:11](Cl)[N:10]=[C:9]([S:18][CH3:19])[N:8]=1.[OH:25][CH:26]1[CH2:31][CH2:30][NH:29][CH2:28][CH2:27]1.C(N(CC)CC)C.C(O)(=O)CC(CC(O)=O)(C(O)=O)O. The catalyst class is: 80. (5) Reactant: [CH2:1]([O:8][C:9]1[N:14]=[CH:13][C:12]([N:15]([CH3:29])[C:16]2[CH:21]=[CH:20][N:19]=[C:18]([NH:22][CH:23]3[CH2:28][CH2:27][NH:26][CH2:25][CH2:24]3)[N:17]=2)=[CH:11][C:10]=1[C:30]1[CH:35]=[CH:34][CH:33]=[CH:32][CH:31]=1)[C:2]1[CH:7]=[CH:6][CH:5]=[CH:4][CH:3]=1.[CH3:36][C:37](O)=[O:38].N=C=N. Product: [CH2:1]([O:8][C:9]1[N:14]=[CH:13][C:12]([N:15]([CH3:29])[C:16]2[CH:21]=[CH:20][N:19]=[C:18]([NH:22][CH:23]3[CH2:28][CH2:27][N:26]([C:37](=[O:38])[CH3:36])[CH2:25][CH2:24]3)[N:17]=2)=[CH:11][C:10]=1[C:30]1[CH:35]=[CH:34][CH:33]=[CH:32][CH:31]=1)[C:2]1[CH:3]=[CH:4][CH:5]=[CH:6][CH:7]=1. The catalyst class is: 2.